This data is from Cav3 T-type calcium channel HTS with 100,875 compounds. The task is: Binary Classification. Given a drug SMILES string, predict its activity (active/inactive) in a high-throughput screening assay against a specified biological target. (1) The compound is S(=O)(=O)(NCCc1cc2c([nH]c1=O)cc(OC)cc2)CCC. The result is 0 (inactive). (2) The compound is Clc1c(Cc2oc(nn2)C(=O)NCCCN2CCN(CC2)C)c(F)ccc1. The result is 0 (inactive). (3) The molecule is S(=O)(=O)(N(CC(=O)Nc1c(OC)ccc(c1)C)C)c1[nH]cnc1. The result is 0 (inactive). (4) The compound is O(c1ccc(c2nn3c(nc(cc3C)C)c2)cc1)C. The result is 0 (inactive). (5) The drug is O=C(NC1C(C(CCC1)C)C)c1n[nH]c(=O)c2c1cccc2. The result is 0 (inactive). (6) The drug is o1c2c(c(cc1=O)C)cc(OCC(O)=O)cc2. The result is 0 (inactive).